From a dataset of hERG potassium channel inhibition data for cardiac toxicity prediction from Karim et al.. Regression/Classification. Given a drug SMILES string, predict its toxicity properties. Task type varies by dataset: regression for continuous values (e.g., LD50, hERG inhibition percentage) or binary classification for toxic/non-toxic outcomes (e.g., AMES mutagenicity, cardiotoxicity, hepatotoxicity). Dataset: herg_karim. (1) The drug is CC1CCCN1CCCOc1ccc(N2CCN(C(=O)c3ccc(C#N)cc3)CC2=O)cc1. The result is 0 (non-blocker). (2) The drug is N#Cc1ccc(CN2CC3CN(CCS(=O)(=O)Nc4ccc(C#N)cc4)CC(C2)O3)cc1. The result is 0 (non-blocker). (3) The molecule is CCc1sc(-c2cn(CC3CCOCC3)c3c(Cl)cccc23)nc1CN(C)CCO. The result is 1 (blocker). (4) The molecule is CC(C)Cc1cc(CNS(=O)(=O)c2ccc(CCc3ccccc3)cc2)nn1-c1ccccc1. The result is 1 (blocker).